This data is from Full USPTO retrosynthesis dataset with 1.9M reactions from patents (1976-2016). The task is: Predict the reactants needed to synthesize the given product. (1) The reactants are: [CH3:1][O:2][C:3](=[O:14])[C:4]1[CH:9]=[CH:8][CH:7]=[C:6]([N+:10]([O-])=O)[C:5]=1[NH2:13].[H][H].[C:17](N1C=CN=C1)(N1C=CN=C1)=[S:18]. Given the product [CH3:1][O:2][C:3]([C:4]1[C:5]2[N:13]=[C:17]([SH:18])[NH:10][C:6]=2[CH:7]=[CH:8][CH:9]=1)=[O:14], predict the reactants needed to synthesize it. (2) Given the product [CH2:6]([O:8][N:9]=[C:16]([C:15]1[N:11]([CH3:10])[N:12]=[CH:13][CH:14]=1)[C:18]1[CH:23]=[CH:22][CH:21]=[CH:20][C:19]=1[CH2:24][O:25][C:26]1[CH:31]=[C:30]([CH3:32])[CH:29]=[CH:28][C:27]=1[CH3:33])[CH3:7], predict the reactants needed to synthesize it. The reactants are: C(O)CC.Cl.[CH2:6]([O:8][NH2:9])[CH3:7].[CH3:10][N:11]1[C:15]([C:16]([C:18]2[CH:23]=[CH:22][CH:21]=[CH:20][C:19]=2[CH2:24][O:25][C:26]2[CH:31]=[C:30]([CH3:32])[CH:29]=[CH:28][C:27]=2[CH3:33])=O)=[CH:14][CH:13]=[N:12]1.